This data is from Forward reaction prediction with 1.9M reactions from USPTO patents (1976-2016). The task is: Predict the product of the given reaction. (1) The product is: [Cl:1][C:2]1[N:7]=[C:6]([NH2:8])[CH:5]=[CH:4][C:3]=1[F:16]. Given the reactants [Cl:1][C:2]1[N:7]=[C:6]([NH:8]C(=O)OC(C)(C)C)[CH:5]=[CH:4][C:3]=1[F:16], predict the reaction product. (2) The product is: [CH2:8]([CH:7]1[CH2:27][CH2:26][N:25]([CH2:24][CH2:23][C:22]#[C:15][C:16]2[CH:17]=[CH:18][CH:19]=[CH:20][CH:21]=2)[CH2:5][CH2:6]1)[C:9]1[CH:14]=[CH:13][CH:12]=[CH:11][CH:10]=1. Given the reactants S([CH2:5][CH2:6][C:7]#[C:8][C:9]1[CH:14]=[CH:13][CH:12]=[CH:11][CH:10]=1)(C)(=O)=O.[CH2:15]([CH:22]1[CH2:27][CH2:26][NH:25][CH2:24][CH2:23]1)[C:16]1[CH:21]=[CH:20][CH:19]=[CH:18][CH:17]=1.C([O-])([O-])=O.[K+].[K+], predict the reaction product.